Task: Predict the reactants needed to synthesize the given product.. Dataset: Full USPTO retrosynthesis dataset with 1.9M reactions from patents (1976-2016) (1) Given the product [CH3:13][O:14][C:15](=[O:45])[CH2:16][O:17][C:18]1[CH:23]=[CH:22][C:21]([O:24][CH2:25][C:26]#[C:27][C:28]2[CH:29]=[C:30]([C:2]#[C:1][C:3]3[CH:8]=[CH:7][C:6]([C:9]([F:10])([F:11])[F:12])=[CH:5][CH:4]=3)[CH:31]=[C:32]([C:34]#[C:35][CH2:36][N:37]3[CH2:42][CH2:41][CH2:40][CH2:39][CH2:38]3)[CH:33]=2)=[CH:20][C:19]=1[CH3:44], predict the reactants needed to synthesize it. The reactants are: [C:1]([C:3]1[CH:8]=[CH:7][C:6]([C:9]([F:12])([F:11])[F:10])=[CH:5][CH:4]=1)#[CH:2].[CH3:13][O:14][C:15](=[O:45])[CH2:16][O:17][C:18]1[CH:23]=[CH:22][C:21]([O:24][CH2:25][C:26]#[C:27][C:28]2[CH:33]=[C:32]([C:34]#[C:35][CH2:36][N:37]3[CH2:42][CH2:41][CH2:40][CH2:39][CH2:38]3)[CH:31]=[C:30](Br)[CH:29]=2)=[CH:20][C:19]=1[CH3:44]. (2) Given the product [ClH:41].[NH2:29][C:27]1[CH:26]=[CH:25][C:23]2[NH:24][C:19]([C:10]3[C:9](=[O:39])[C:8]([CH2:7][CH:1]4[CH2:6][CH2:5][CH2:4][CH2:3][CH2:2]4)([CH3:40])[C:17]4[C:12]([C:11]=3[OH:18])=[CH:13][CH:14]=[CH:15][CH:16]=4)=[N:20][S:21](=[O:38])(=[O:37])[C:22]=2[CH:28]=1, predict the reactants needed to synthesize it. The reactants are: [CH:1]1([CH2:7][C:8]2([CH3:40])[C:17]3[C:12](=[CH:13][CH:14]=[CH:15][CH:16]=3)[C:11]([OH:18])=[C:10]([C:19]3[NH:24][C:23]4[CH:25]=[CH:26][C:27]([NH:29]C(=O)OC(C)(C)C)=[CH:28][C:22]=4[S:21](=[O:38])(=[O:37])[N:20]=3)[C:9]2=[O:39])[CH2:6][CH2:5][CH2:4][CH2:3][CH2:2]1.[ClH:41]. (3) The reactants are: [Cl:1][C:2]1[CH:9]=[CH:8][CH:7]=[CH:6][C:3]=1[CH:4]=O.[O:10]1[C:16]2[CH:17]=[CH:18][C:19]([S:21]([NH2:24])(=[O:23])=[O:22])=[CH:20][C:15]=2[O:14][CH2:13][CH2:12][CH2:11]1.O.[O-2].[O-2].[O-2].O=[Si]=O.O=[Si]=O.O=[Si]=O.O=[Si]=O.[Al+3].[Al+3]. Given the product [Cl:1][C:2]1[CH:9]=[CH:8][CH:7]=[CH:6][C:3]=1[CH:4]=[N:24][S:21]([C:19]1[CH:18]=[CH:17][C:16]2[O:10][CH2:11][CH2:12][CH2:13][O:14][C:15]=2[CH:20]=1)(=[O:22])=[O:23], predict the reactants needed to synthesize it. (4) Given the product [CH:10]([C:4]1[C:3]2[O:13][CH:15]=[N:1][C:2]=2[C:7]([CH3:8])=[CH:6][C:5]=1[OH:9])([CH3:11])[CH3:12], predict the reactants needed to synthesize it. The reactants are: [NH2:1][C:2]1[C:7]([CH3:8])=[CH:6][C:5]([OH:9])=[C:4]([CH:10]([CH3:12])[CH3:11])[C:3]=1[OH:13].O[C:15]1C=C(C(C)C)C=C(O)C=1C.C1(C)CC(=O)C(C(C)C)C(=O)C1.C(OC(OCC)OCC)C.OS(O)(=O)=O. (5) Given the product [F:1][C:2]1[C:3]([CH2:24][NH:25][CH3:26])=[CH:4][N:5]([S:14]([C:17]2[C:22]([CH3:23])=[CH:21][CH:20]=[CH:19][N:18]=2)(=[O:16])=[O:15])[C:6]=1[C:7]1[C:8]([F:13])=[N:9][CH:10]=[CH:11][CH:12]=1, predict the reactants needed to synthesize it. The reactants are: [F:1][C:2]1[C:3]([CH2:24][N:25](C)[C:26](=O)OC(C)(C)C)=[CH:4][N:5]([S:14]([C:17]2[C:22]([CH3:23])=[CH:21][CH:20]=[CH:19][N:18]=2)(=[O:16])=[O:15])[C:6]=1[C:7]1[C:8]([F:13])=[N:9][CH:10]=[CH:11][CH:12]=1.C(OCC)(=O)C.Cl. (6) Given the product [Cl:12][C:10]1[C:9]2[C:4](=[CH:5][C:6]([O:14][CH3:15])=[C:7]([F:13])[CH:8]=2)[N:3]=[C:2]([N:27]2[CH:28]=[CH:29][C:25]([CH:22]([CH3:24])[CH3:23])=[N:26]2)[CH:11]=1, predict the reactants needed to synthesize it. The reactants are: Cl[C:2]1[CH:11]=[C:10]([Cl:12])[C:9]2[C:4](=[CH:5][C:6]([O:14][CH3:15])=[C:7]([F:13])[CH:8]=2)[N:3]=1.C(=O)([O-])[O-].[Cs+].[Cs+].[CH:22]([C:25]1[CH:29]=[CH:28][NH:27][N:26]=1)([CH3:24])[CH3:23]. (7) Given the product [C:1]([O:5][C:6]([N:8]1[CH2:11][CH2:10][C@H:9]1[CH2:12][O:13][C:14]1[CH:19]=[C:18]([C:20]#[C:21][C:23]2[CH:24]=[C:25]([CH2:26][OH:27])[CH:28]=[CH:29][CH:30]=2)[CH:17]=[N:16][CH:15]=1)=[O:7])([CH3:4])([CH3:3])[CH3:2], predict the reactants needed to synthesize it. The reactants are: [C:1]([O:5][C:6]([N:8]1[CH2:11][CH2:10][C@H:9]1[CH2:12][O:13][C:14]1[CH:15]=[N:16][CH:17]=[C:18]([C:20]#[CH:21])[CH:19]=1)=[O:7])([CH3:4])([CH3:3])[CH3:2].I[C:23]1[CH:24]=[C:25]([CH:28]=[CH:29][CH:30]=1)[CH2:26][OH:27]. (8) Given the product [Br:6][C:7]1[CH:8]=[C:9]([CH:12]=[CH:13][CH:14]=1)/[CH:10]=[N:4]/[N:5]=[CH:10]/[C:9]1[CH:12]=[CH:13][CH:14]=[C:7]([Br:6])[CH:8]=1, predict the reactants needed to synthesize it. The reactants are: [OH-].[Na+].[S].[NH2:4][NH2:5].[Br:6][C:7]1[CH:8]=[C:9]([CH:12]=[CH:13][CH:14]=1)[CH:10]=O. (9) Given the product [NH2:8][C:7]1[CH:6]=[C:5]([CH:11]2[C:20]3[C:19](=[O:21])[CH2:18][CH:17]([CH2:22][CH2:23][CH3:24])[CH2:16][C:15]=3[NH:14][C:13]([CH3:25])=[C:12]2[C:26]#[N:27])[CH:4]=[C:3]([Br:28])[C:2]=1[NH2:1], predict the reactants needed to synthesize it. The reactants are: [NH2:1][C:2]1[C:7]([N+:8]([O-])=O)=[CH:6][C:5]([CH:11]2[C:20]3[C:19](=[O:21])[CH2:18][CH:17]([CH2:22][CH2:23][CH3:24])[CH2:16][C:15]=3[NH:14][C:13]([CH3:25])=[C:12]2[C:26]#[N:27])=[CH:4][C:3]=1[Br:28].C(O)(=O)C.